Dataset: Reaction yield outcomes from USPTO patents with 853,638 reactions. Task: Predict the reaction yield, written as a fraction of the theoretical maximum amount of product (1.0 means a 100% yield; for example, 0.34 means a 34% yield). (1) The reactants are [CH:1]1([CH2:7][NH:8][C:9]2[C:14]([CH2:15][C:16]([OH:18])=[O:17])=[CH:13][C:12]([NH:19][C:20](=[O:25])[C:21]([CH3:24])([CH3:23])[CH3:22])=[CH:11][N:10]=2)[CH2:6][CH2:5][CH2:4][CH2:3][CH2:2]1.Cl.[CH3:27]O. The catalyst is CCOC(C)=O. The product is [CH3:27][O:17][C:16](=[O:18])[CH2:15][C:14]1[C:9]([NH:8][CH2:7][CH:1]2[CH2:2][CH2:3][CH2:4][CH2:5][CH2:6]2)=[N:10][CH:11]=[C:12]([NH:19][C:20](=[O:25])[C:21]([CH3:22])([CH3:24])[CH3:23])[CH:13]=1. The yield is 0.900. (2) The reactants are [CH2:1]([O:8][C:9]1[CH:14]=[CH:13][C:12](B(O)O)=[C:11]([F:18])[C:10]=1[F:19])[C:2]1[CH:7]=[CH:6][CH:5]=[CH:4][CH:3]=1.Br[C:21]1[S:25][C:24]([N:26]2[CH2:29][C:28]3([CH2:34][CH2:33][N:32]([C:35]([O:37][C:38]([CH3:41])([CH3:40])[CH3:39])=[O:36])[CH2:31][CH2:30]3)[CH2:27]2)=[N:23][N:22]=1.C([O-])([O-])=O.[Na+].[Na+]. The catalyst is O1CCOCC1.O.CCOC(C)=O.C1C=CC([P]([Pd]([P](C2C=CC=CC=2)(C2C=CC=CC=2)C2C=CC=CC=2)([P](C2C=CC=CC=2)(C2C=CC=CC=2)C2C=CC=CC=2)[P](C2C=CC=CC=2)(C2C=CC=CC=2)C2C=CC=CC=2)(C2C=CC=CC=2)C2C=CC=CC=2)=CC=1. The product is [CH2:1]([O:8][C:9]1[CH:14]=[CH:13][C:12]([C:21]2[S:25][C:24]([N:26]3[CH2:29][C:28]4([CH2:34][CH2:33][N:32]([C:35]([O:37][C:38]([CH3:41])([CH3:40])[CH3:39])=[O:36])[CH2:31][CH2:30]4)[CH2:27]3)=[N:23][N:22]=2)=[C:11]([F:18])[C:10]=1[F:19])[C:2]1[CH:7]=[CH:6][CH:5]=[CH:4][CH:3]=1. The yield is 0.350.